Dataset: Catalyst prediction with 721,799 reactions and 888 catalyst types from USPTO. Task: Predict which catalyst facilitates the given reaction. (1) Reactant: Cl[CH2:2][C:3]1[NH:4][C:5](=[O:29])[C:6]2[S:11][C:10]([N:12]3[CH2:17][CH2:16][CH:15]([O:18][C:19]4[CH:24]=[CH:23][CH:22]=[CH:21][C:20]=4[C:25]([F:28])([F:27])[F:26])[CH2:14][CH2:13]3)=[N:9][C:7]=2[N:8]=1.[C:30]([O-:33])(=[O:32])[CH3:31].[Na+]. Product: [C:30]([O:33][CH2:2][C:3]1[NH:4][C:5](=[O:29])[C:6]2[S:11][C:10]([N:12]3[CH2:17][CH2:16][CH:15]([O:18][C:19]4[CH:24]=[CH:23][CH:22]=[CH:21][C:20]=4[C:25]([F:28])([F:27])[F:26])[CH2:14][CH2:13]3)=[N:9][C:7]=2[N:8]=1)(=[O:32])[CH3:31]. The catalyst class is: 3. (2) Reactant: N[CH2:2][C:3]([C:6]1[CH:11]=[CH:10][N:9]2[C:12]([C:22]3[CH:27]=[CH:26][N:25]=[C:24]([NH2:28])[N:23]=3)=[C:13]([C:15]3[CH:20]=[CH:19][C:18]([F:21])=[CH:17][CH:16]=3)[N:14]=[C:8]2[CH:7]=1)([CH3:5])[CH3:4].[CH3:29]O.C=O.[BH3-][C:34]#[N:35].[Na+]. Product: [CH3:29][N:35]([CH3:34])[CH2:2][C:3]([C:6]1[CH:11]=[CH:10][N:9]2[C:12]([C:22]3[CH:27]=[CH:26][N:25]=[C:24]([NH2:28])[N:23]=3)=[C:13]([C:15]3[CH:20]=[CH:19][C:18]([F:21])=[CH:17][CH:16]=3)[N:14]=[C:8]2[CH:7]=1)([CH3:5])[CH3:4]. The catalyst class is: 559. (3) Reactant: [N:1]1([C:7]2[CH:12]=[CH:11][C:10]([N:13]3[CH:22]=[CH:21][C:20]4[C:15](=[CH:16][CH:17]=[CH:18][CH:19]=4)[C:14]3=[O:23])=[CH:9][CH:8]=2)[CH2:6][CH2:5][NH:4][CH2:3][CH2:2]1.CC1C=CC(S(O[CH2:35][CH2:36][CH2:37][C:38]2[C:46]3[C:41](=[CH:42][CH:43]=[C:44]([F:47])[CH:45]=3)[NH:40][CH:39]=2)(=O)=O)=CC=1.C(=O)([O-])[O-].[K+].[K+].[I-].[K+]. Product: [F:47][C:44]1[CH:45]=[C:46]2[C:41](=[CH:42][CH:43]=1)[NH:40][CH:39]=[C:38]2[CH2:37][CH2:36][CH2:35][N:4]1[CH2:5][CH2:6][N:1]([C:7]2[CH:8]=[CH:9][C:10]([N:13]3[CH:22]=[CH:21][C:20]4[C:15](=[CH:16][CH:17]=[CH:18][CH:19]=4)[C:14]3=[O:23])=[CH:11][CH:12]=2)[CH2:2][CH2:3]1. The catalyst class is: 10. (4) Reactant: [CH2:1]([O:8][C:9]([N:11]1[CH2:16][CH2:15][CH:14]([C:17](=O)[NH:18][C:19]2[CH:24]=[CH:23][CH:22]=[CH:21][C:20]=2[NH2:25])[CH2:13][CH2:12]1)=[O:10])[C:2]1[CH:7]=[CH:6][CH:5]=[CH:4][CH:3]=1. Product: [CH2:1]([O:8][C:9]([N:11]1[CH2:16][CH2:15][CH:14]([C:17]2[NH:25][C:20]3[CH:21]=[CH:22][CH:23]=[CH:24][C:19]=3[N:18]=2)[CH2:13][CH2:12]1)=[O:10])[C:2]1[CH:7]=[CH:6][CH:5]=[CH:4][CH:3]=1. The catalyst class is: 52. (5) Reactant: Br[C:2]1[CH:11]=[C:10]2[C:5]([C:6](=[O:26])[C:7]([C:15]([NH:17][CH2:18][C:19]([O:21][C:22]([CH3:25])([CH3:24])[CH3:23])=[O:20])=[O:16])=[C:8]([OH:14])[C:9]2([CH3:13])[CH3:12])=[CH:4][CH:3]=1.B1(/[CH:36]=[CH:37]/[C:38]2[CH:43]=[CH:42][CH:41]=[CH:40][CH:39]=2)OC(C)(C)C(C)(C)O1.C(=O)([O-])[O-].[K+].[K+]. Product: [OH:14][C:8]1[C:9]([CH3:12])([CH3:13])[C:10]2[C:5]([C:6](=[O:26])[C:7]=1[C:15]([NH:17][CH2:18][C:19]([O:21][C:22]([CH3:23])([CH3:25])[CH3:24])=[O:20])=[O:16])=[CH:4][CH:3]=[C:2](/[CH:36]=[CH:37]/[C:38]1[CH:43]=[CH:42][CH:41]=[CH:40][CH:39]=1)[CH:11]=2. The catalyst class is: 752. (6) Product: [N:9]1([C:6]2[CH:7]=[CH:8][C:3]([OH:2])=[CH:4][CH:5]=2)[CH:13]=[CH:12][CH:11]=[N:10]1. The catalyst class is: 2. Reactant: C[O:2][C:3]1[CH:8]=[CH:7][C:6]([N:9]2[CH:13]=[CH:12][CH:11]=[N:10]2)=[CH:5][CH:4]=1.B(Br)(Br)Br. (7) Reactant: [CH3:1][C@H:2]1[CH2:7][O:6][CH2:5][CH2:4][N:3]1[C:8]1[CH:13]=[C:12]([CH2:14]OS(C)(=O)=O)[N:11]=[C:10]([C:20]2[CH:25]=[CH:24][C:23]([NH:26][C:27]([NH:29][C:30]3[CH:35]=[CH:34][CH:33]=[CH:32][CH:31]=3)=[O:28])=[CH:22][CH:21]=2)[N:9]=1.[NH2:36][C:37]1[CH:42]=[CH:41][CH:40]=[CH:39][CH:38]=1. Product: [NH:36]([CH2:14][C:12]1[CH:13]=[C:8]([N:3]2[CH2:4][CH2:5][O:6][CH2:7][C@@H:2]2[CH3:1])[N:9]=[C:10]([C:20]2[CH:21]=[CH:22][C:23]([NH:26][C:27]([NH:29][C:30]3[CH:31]=[CH:32][CH:33]=[CH:34][CH:35]=3)=[O:28])=[CH:24][CH:25]=2)[N:11]=1)[C:37]1[CH:42]=[CH:41][CH:40]=[CH:39][CH:38]=1. The catalyst class is: 2. (8) Reactant: Cl.[NH2:2][CH2:3][C:4]1[CH:5]=[C:6](B(O)O)[CH:7]=[CH:8][CH:9]=1.Br[C:14]1[S:18][C:17]([CH2:19][N:20]2[CH2:25][CH2:24][N:23]([C:26]([O-:28])=[O:27])[C@@H:22]([CH3:29])[CH2:21]2)=[CH:16][CH:15]=1.C([O-])([O-])=O.[K+].[K+]. Product: [NH2:2][CH2:3][C:4]1[CH:5]=[C:6]([C:14]2[S:18][C:17]([CH2:19][N:20]3[CH2:25][CH2:24][N:23]([C:26]([O:28][C:4]([CH3:5])([CH3:9])[CH3:3])=[O:27])[C@@H:22]([CH3:29])[CH2:21]3)=[CH:16][CH:15]=2)[CH:7]=[CH:8][CH:9]=1. The catalyst class is: 667. (9) Reactant: Cl.[NH2:2][CH2:3][C:4]([O:6][CH3:7])=[O:5].Cl[C:9]1[C:14]([N+:15]([O-:17])=[O:16])=[CH:13][C:12]([CH3:18])=[CH:11][N:10]=1.C(N(CC)CC)C. Product: [CH3:18][C:12]1[CH:13]=[C:14]([N+:15]([O-:17])=[O:16])[C:9]([NH:2][CH2:3][C:4]([O:6][CH3:7])=[O:5])=[N:10][CH:11]=1. The catalyst class is: 9.